Dataset: Full USPTO retrosynthesis dataset with 1.9M reactions from patents (1976-2016). Task: Predict the reactants needed to synthesize the given product. (1) The reactants are: [CH2:1]=[C:2]([CH:7]=[CH2:8])[CH2:3][CH2:4][CH2:5][NH2:6].[OH-].[K+].[C:11]1([S:17](Cl)(=[O:19])=[O:18])[CH:16]=[CH:15][CH:14]=[CH:13][CH:12]=1. Given the product [CH2:1]=[C:2]([CH:7]=[CH2:8])[CH2:3][CH2:4][CH2:5][NH:6][S:17]([C:11]1[CH:16]=[CH:15][CH:14]=[CH:13][CH:12]=1)(=[O:19])=[O:18], predict the reactants needed to synthesize it. (2) Given the product [Cl:1][C:2]1[N:3]=[N:4][C:5]([S:8]([CH3:9])(=[O:18])=[O:21])=[CH:6][CH:7]=1, predict the reactants needed to synthesize it. The reactants are: [Cl:1][C:2]1[N:3]=[N:4][C:5]([S:8][CH3:9])=[CH:6][CH:7]=1.ClC1C=CC=C(C(OO)=[O:18])C=1.[OH2:21]. (3) The reactants are: [CH3:1][C:2](C)([O-:4])[CH3:3].[Na+].CC(O)C.F[C:12]1[N:20]=[C:19]2[C:15]([N:16]=[CH:17][N:18]2[CH:21]2[CH2:26][CH2:25][CH2:24][CH2:23][O:22]2)=[C:14]([NH2:27])[N:13]=1. Given the product [CH3:1][CH:2]([O:4][C:12]1[N:20]=[C:19]2[C:15]([N:16]=[CH:17][N:18]2[CH:21]2[CH2:26][CH2:25][CH2:24][CH2:23][O:22]2)=[C:14]([NH2:27])[N:13]=1)[CH3:3], predict the reactants needed to synthesize it. (4) Given the product [Br:1][C:2]1[CH:3]=[C:4]2[C:9](=[CH:10][CH:11]=1)[C:8](=[O:12])[NH:7][CH:6]=[C:5]2[S:13][CH:19]1[CH2:24][CH2:23][N:22]([C:25]([O:27][C:28]([CH3:31])([CH3:30])[CH3:29])=[O:26])[CH2:21][CH2:20]1, predict the reactants needed to synthesize it. The reactants are: [Br:1][C:2]1[CH:3]=[C:4]2[C:9](=[CH:10][CH:11]=1)[C:8](=[O:12])[NH:7][CH:6]=[C:5]2[SH:13].CS(O[CH:19]1[CH2:24][CH2:23][N:22]([C:25]([O:27][C:28]([CH3:31])([CH3:30])[CH3:29])=[O:26])[CH2:21][CH2:20]1)(=O)=O.C(=O)([O-])[O-].[K+].[K+].